This data is from Forward reaction prediction with 1.9M reactions from USPTO patents (1976-2016). The task is: Predict the product of the given reaction. (1) Given the reactants I[C:2]1[C:10]2[C:5](=[N:6][CH:7]=[C:8]([C:11]3[CH:16]=[C:15]([O:17][CH3:18])[C:14]([O:19][CH3:20])=[C:13]([O:21][CH3:22])[CH:12]=3)[N:9]=2)[N:4]([Si](C(C)C)(C(C)C)C(C)C)[CH:3]=1.[CH3:33][O:34][CH:35]([CH3:40])[CH2:36][CH2:37][CH:38]=[O:39], predict the reaction product. The product is: [CH3:33][O:34][CH:35]([CH3:40])[CH2:36][CH2:37][C:38]([C:2]1[C:10]2[C:5](=[N:6][CH:7]=[C:8]([C:11]3[CH:16]=[C:15]([O:17][CH3:18])[C:14]([O:19][CH3:20])=[C:13]([O:21][CH3:22])[CH:12]=3)[N:9]=2)[NH:4][CH:3]=1)=[O:39]. (2) Given the reactants [C:1]([C:5]1[CH:6]=[C:7]2[C:11](=[CH:12][CH:13]=1)[CH:10]([NH2:14])[CH2:9][CH2:8]2)([CH3:4])([CH3:3])[CH3:2].[N:15]([C:18]1[CH:27]=[CH:26][CH:25]=[C:24]2[C:19]=1[CH:20]=[CH:21][N:22]=[CH:23]2)=[C:16]=[O:17], predict the reaction product. The product is: [C:1]([C:5]1[CH:6]=[C:7]2[C:11](=[CH:12][CH:13]=1)[CH:10]([NH:14][C:16]([NH:15][C:18]1[CH:27]=[CH:26][CH:25]=[C:24]3[C:19]=1[CH:20]=[CH:21][N:22]=[CH:23]3)=[O:17])[CH2:9][CH2:8]2)([CH3:4])([CH3:2])[CH3:3]. (3) Given the reactants [CH:1]1([CH2:4][O:5][C:6]2[N:11]=[C:10]([C:12]([OH:14])=O)[CH:9]=[CH:8][C:7]=2[N:15]2[CH2:18][C:17]([F:20])([F:19])[CH2:16]2)[CH2:3][CH2:2]1.[NH2:21][C:22]1([CH2:36][C:37]([O:39][CH2:40][CH3:41])=[O:38])[CH2:25][N:24]([C:26]([O:28][CH2:29][C:30]2[CH:35]=[CH:34][CH:33]=[CH:32][CH:31]=2)=[O:27])[CH2:23]1.CN(C(ON1N=NC2C=CC=CC1=2)=[N+](C)C)C.[B-](F)(F)(F)F.CCN(C(C)C)C(C)C, predict the reaction product. The product is: [CH:1]1([CH2:4][O:5][C:6]2[N:11]=[C:10]([C:12]([NH:21][C:22]3([CH2:36][C:37]([O:39][CH2:40][CH3:41])=[O:38])[CH2:25][N:24]([C:26]([O:28][CH2:29][C:30]4[CH:35]=[CH:34][CH:33]=[CH:32][CH:31]=4)=[O:27])[CH2:23]3)=[O:14])[CH:9]=[CH:8][C:7]=2[N:15]2[CH2:18][C:17]([F:20])([F:19])[CH2:16]2)[CH2:2][CH2:3]1. (4) Given the reactants [F:1][C:2]1[CH:10]=[CH:9][C:5]([C:6]([OH:8])=O)=[CH:4][CH:3]=1.CN(C=O)C.[C:16]([O:20][C:21]([CH3:24])([CH3:23])[CH3:22])(=[O:19])[NH:17][NH2:18].C(Cl)CCl, predict the reaction product. The product is: [C:21]([O:20][C:16]([NH:17][NH:18][C:6](=[O:8])[C:5]1[CH:4]=[CH:3][C:2]([F:1])=[CH:10][CH:9]=1)=[O:19])([CH3:24])([CH3:23])[CH3:22]. (5) Given the reactants [N+:1]([C:4]1[CH:9]=[CH:8][CH:7]=[CH:6][C:5]=1[C:10](=[CH:12][Si:13]([CH3:16])([CH3:15])[CH3:14])[CH3:11])([O-])=O.[H][H], predict the reaction product. The product is: [NH2:1][C:4]1[CH:9]=[CH:8][CH:7]=[CH:6][C:5]=1[CH:10]([CH2:12][Si:13]([CH3:15])([CH3:14])[CH3:16])[CH3:11].